Dataset: Reaction yield outcomes from USPTO patents with 853,638 reactions. Task: Predict the reaction yield, written as a fraction of the theoretical maximum amount of product (1.0 means a 100% yield; for example, 0.34 means a 34% yield). (1) The reactants are [CH3:1][C:2]1[N:3]=[C:4]([C:10]2[CH:15]=[CH:14][C:13]([C:16]([F:19])([F:18])[F:17])=[CH:12][CH:11]=2)[S:5][C:6]=1[C:7]([OH:9])=O.ON1C2C=CC=CC=2N=N1.Cl.CN(C)CCCN=C=NCC.Br.[OH:43][C:44]1[CH:45]=[C:46]2[C:51](=[CH:52][CH:53]=1)[CH2:50][NH:49][CH2:48][CH2:47]2.C(O)(=O)CC(CC(O)=O)(C(O)=O)O. The catalyst is C(N(CC)CC)C.C(Cl)Cl. The product is [OH:43][C:44]1[CH:45]=[C:46]2[C:51](=[CH:52][CH:53]=1)[CH2:50][N:49]([C:7]([C:6]1[S:5][C:4]([C:10]3[CH:15]=[CH:14][C:13]([C:16]([F:19])([F:18])[F:17])=[CH:12][CH:11]=3)=[N:3][C:2]=1[CH3:1])=[O:9])[CH2:48][CH2:47]2. The yield is 0.420. (2) The reactants are [CH2:1]([C:3]1[S:28][C:6]2[N:7]([CH2:13][C:14]3[CH:19]=[CH:18][C:17]([C:20]4[C:21]([C:26]#[N:27])=[CH:22][CH:23]=[CH:24][CH:25]=4)=[CH:16][CH:15]=3)[C:8](=[O:12])[NH:9][C:10](=[O:11])[C:5]=2[CH:4]=1)[CH3:2].[CH:29]1([CH:35]2[CH2:37][O:36]2)[CH2:34][CH2:33][CH2:32][CH2:31][CH2:30]1.C(=O)([O-])[O-].[K+].[K+].C[N+]1([O-])CCOCC1. The catalyst is C(Cl)Cl.[Ru]([O-])(=O)(=O)=O.C([N+](CCC)(CCC)CCC)CC.O.C(OCC)(=O)C.CN(C)C=O. The product is [CH:29]1([C:35](=[O:36])[CH2:37][N:9]2[C:10](=[O:11])[C:5]3[CH:4]=[C:3]([CH2:1][CH3:2])[S:28][C:6]=3[N:7]([CH2:13][C:14]3[CH:19]=[CH:18][C:17]([C:20]4[C:21]([C:26]#[N:27])=[CH:22][CH:23]=[CH:24][CH:25]=4)=[CH:16][CH:15]=3)[C:8]2=[O:12])[CH2:34][CH2:33][CH2:32][CH2:31][CH2:30]1. The yield is 0.520.